Dataset: Forward reaction prediction with 1.9M reactions from USPTO patents (1976-2016). Task: Predict the product of the given reaction. (1) Given the reactants [CH3:1][C:2]1[S:6][C:5]([NH:7][C:8](=O)[CH2:9][C:10]2[CH:15]=[CH:14][C:13]([CH3:16])=[CH:12][CH:11]=2)=[N:4][CH:3]=1.B.O1CCCC1.Cl.C([O-])([O-])=O.[Na+].[Na+], predict the reaction product. The product is: [CH3:1][C:2]1[S:6][C:5]([NH:7][CH2:8][CH2:9][C:10]2[CH:11]=[CH:12][C:13]([CH3:16])=[CH:14][CH:15]=2)=[N:4][CH:3]=1. (2) Given the reactants [Cl-].[CH:2]1([CH2:7][NH2+:8][CH2:9][CH2:10]Cl)[CH2:6][CH2:5][CH2:4][CH2:3]1.[CH3:12][C:13]1[CH:18]=[C:17]([N+:19]([O-:21])=[O:20])[CH:16]=[CH:15][C:14]=1[N:22]=[C:23]=[S:24], predict the reaction product. The product is: [CH3:12][C:13]1[CH:18]=[C:17]([N+:19]([O-:21])=[O:20])[CH:16]=[CH:15][C:14]=1[N:22]=[C:23]1[N:8]([CH2:7][CH:2]2[CH2:6][CH2:5][CH2:4][CH2:3]2)[CH2:9][CH2:10][S:24]1.